This data is from Forward reaction prediction with 1.9M reactions from USPTO patents (1976-2016). The task is: Predict the product of the given reaction. (1) Given the reactants [C:1]([C:3]1[CH:8]=[C:7]([CH2:9][C:10]([CH3:13])([CH3:12])[CH3:11])[CH:6]=[CH:5][C:4]=1[O:14][S:15]([C:18]([F:21])([F:20])[F:19])(=[O:17])=[O:16])#[N:2], predict the reaction product. The product is: [NH2:2][CH2:1][C:3]1[CH:8]=[C:7]([CH2:9][C:10]([CH3:12])([CH3:13])[CH3:11])[CH:6]=[CH:5][C:4]=1[O:14][S:15]([C:18]([F:21])([F:19])[F:20])(=[O:17])=[O:16]. (2) Given the reactants [Li]C(C)(C)C.[CH3:6][C:7]([Si:10]([CH3:20])([CH3:19])[O:11][CH2:12][CH2:13][C:14]1[O:15][CH:16]=[CH:17][CH:18]=1)([CH3:9])[CH3:8].[CH2:21]1[O:23][CH2:22]1.[NH4+].[Cl-], predict the reaction product. The product is: [CH3:9][C:7]([Si:10]([O:11][CH2:12][CH2:13][C:14]1[O:15][C:16]([CH2:21][CH2:22][OH:23])=[CH:17][CH:18]=1)([CH3:19])[CH3:20])([CH3:6])[CH3:8]. (3) The product is: [CH3:12][N:8]1[C:9](=[O:11])[C:10]2[C:2]([CH:31]=[CH:30][C:29]([O:33][CH3:34])=[O:32])=[C:3]([CH2:18][C:19]3[CH:24]=[CH:23][CH:22]=[CH:21][C:20]=3[C:25]([F:28])([F:27])[F:26])[S:4][C:5]=2[N:6]([CH2:14][CH:15]([CH3:17])[CH3:16])[C:7]1=[O:13]. Given the reactants Br[C:2]1[C:10]2[C:9](=[O:11])[N:8]([CH3:12])[C:7](=[O:13])[N:6]([CH2:14][CH:15]([CH3:17])[CH3:16])[C:5]=2[S:4][C:3]=1[CH2:18][C:19]1[CH:24]=[CH:23][CH:22]=[CH:21][C:20]=1[C:25]([F:28])([F:27])[F:26].[C:29]([O:33][CH3:34])(=[O:32])[CH:30]=[CH2:31].C1(C)C=CC=CC=1P(C1C=CC=CC=1C)C1C=CC=CC=1C.C(N(CC)CC)C, predict the reaction product. (4) Given the reactants C([O:8][C:9]1[CH:18]=[C:17]2[C:12]([C:13]([O:19][C:20]3[CH:25]=[CH:24][C:23]([Cl:26])=[CH:22][C:21]=3[F:27])=[N:14][CH:15]=[N:16]2)=[CH:11][C:10]=1[O:28][CH3:29])C1C=CC=CC=1.C1(C)C=CC=CC=1, predict the reaction product. The product is: [Cl:26][C:23]1[CH:24]=[CH:25][C:20]([O:19][C:13]2[C:12]3[C:17](=[CH:18][C:9]([OH:8])=[C:10]([O:28][CH3:29])[CH:11]=3)[N:16]=[CH:15][N:14]=2)=[C:21]([F:27])[CH:22]=1. (5) Given the reactants [Cl:1][C:2]1[CH:30]=[CH:29][C:5]([CH2:6][N:7]([C:13]2[C:18]([C:19]([F:22])([F:21])[F:20])=[CH:17][C:16]([N+:23]([O-])=O)=[CH:15][C:14]=2[N+:26]([O-])=O)[C:8](=[O:12])[O:9][CH2:10][CH3:11])=[CH:4][CH:3]=1, predict the reaction product. The product is: [Cl:1][C:2]1[CH:3]=[CH:4][C:5]([CH2:6][N:7]([C:13]2[C:18]([C:19]([F:22])([F:20])[F:21])=[CH:17][C:16]([NH2:23])=[CH:15][C:14]=2[NH2:26])[C:8](=[O:12])[O:9][CH2:10][CH3:11])=[CH:29][CH:30]=1.